This data is from NCI-60 drug combinations with 297,098 pairs across 59 cell lines. The task is: Regression. Given two drug SMILES strings and cell line genomic features, predict the synergy score measuring deviation from expected non-interaction effect. Drug 1: CC1=CC2C(CCC3(C2CCC3(C(=O)C)OC(=O)C)C)C4(C1=CC(=O)CC4)C. Drug 2: C1=CN(C(=O)N=C1N)C2C(C(C(O2)CO)O)O.Cl. Cell line: SK-MEL-28. Synergy scores: CSS=16.7, Synergy_ZIP=6.37, Synergy_Bliss=9.38, Synergy_Loewe=-16.6, Synergy_HSA=5.76.